Dataset: Forward reaction prediction with 1.9M reactions from USPTO patents (1976-2016). Task: Predict the product of the given reaction. Given the reactants Br[C:2]1[CH:3]=[CH:4][C:5]([N+:16]([O-:18])=[O:17])=[C:6]([NH:8][C:9](=[O:15])[O:10][C:11]([CH3:14])([CH3:13])[CH3:12])[CH:7]=1.[B:19]1([B:19]2[O:23][C:22]([CH3:25])([CH3:24])[C:21]([CH3:27])([CH3:26])[O:20]2)[O:23][C:22]([CH3:25])([CH3:24])[C:21]([CH3:27])([CH3:26])[O:20]1.C([O-])(=O)C.[K+], predict the reaction product. The product is: [N+:16]([C:5]1[CH:4]=[CH:3][C:2]([B:19]2[O:23][C:22]([CH3:25])([CH3:24])[C:21]([CH3:27])([CH3:26])[O:20]2)=[CH:7][C:6]=1[NH:8][C:9](=[O:15])[O:10][C:11]([CH3:14])([CH3:13])[CH3:12])([O-:18])=[O:17].